From a dataset of Catalyst prediction with 721,799 reactions and 888 catalyst types from USPTO. Predict which catalyst facilitates the given reaction. (1) Reactant: [CH2:1]([C:3]([C:19]1[CH:24]=[CH:23][C:22]([O:25][CH2:26][C:27](OCC)=[O:28])=[CH:21][CH:20]=1)=[C:4]([C:12]1[CH:17]=[CH:16][C:15]([OH:18])=[CH:14][CH:13]=1)[C:5]1[CH:10]=[CH:9][C:8]([OH:11])=[CH:7][CH:6]=1)[CH3:2].[H-].[H-].[H-].[H-].[Li+].[Al+3]. Product: [OH:28][CH2:27][CH2:26][O:25][C:22]1[CH:21]=[CH:20][C:19]([C:3]([CH2:1][CH3:2])=[C:4]([C:5]2[CH:6]=[CH:7][C:8]([OH:11])=[CH:9][CH:10]=2)[C:12]2[CH:17]=[CH:16][C:15]([OH:18])=[CH:14][CH:13]=2)=[CH:24][CH:23]=1. The catalyst class is: 1. (2) Reactant: [NH2:1][C:2]1[N:7]=[C:6]([S:8][CH2:9][CH3:10])[N:5]([C:11]2[CH:16]=[CH:15][C:14]([O:17][CH2:18][C:19]([F:22])([F:21])[F:20])=[CH:13][CH:12]=2)[C:4](=[O:23])[CH:3]=1.C([O-])(=O)C.[Na+].[Br:29]Br.O. Product: [NH2:1][C:2]1[N:7]=[C:6]([S:8][CH2:9][CH3:10])[N:5]([C:11]2[CH:12]=[CH:13][C:14]([O:17][CH2:18][C:19]([F:21])([F:22])[F:20])=[CH:15][CH:16]=2)[C:4](=[O:23])[C:3]=1[Br:29]. The catalyst class is: 15. (3) Reactant: CS(C)=O.C(Cl)(=O)C(Cl)=O.[CH2:11]([O:18][C:19]1[CH:24]=[CH:23][C:22]([C@@H:25]2[CH2:30][CH2:29][N:28]([C:31]([O:33][C:34]([CH3:37])([CH3:36])[CH3:35])=[O:32])[CH2:27][C@H:26]2[OH:38])=[CH:21][CH:20]=1)[C:12]1[CH:17]=[CH:16][CH:15]=[CH:14][CH:13]=1.C(N(CC)CC)C. Product: [CH2:11]([O:18][C:19]1[CH:24]=[CH:23][C:22]([CH:25]2[CH2:30][CH2:29][N:28]([C:31]([O:33][C:34]([CH3:36])([CH3:35])[CH3:37])=[O:32])[CH2:27][C:26]2=[O:38])=[CH:21][CH:20]=1)[C:12]1[CH:13]=[CH:14][CH:15]=[CH:16][CH:17]=1. The catalyst class is: 2. (4) Reactant: Br[CH2:2][C:3]1[CH:8]=[CH:7][C:6]([B:9]([OH:11])[OH:10])=[CH:5][CH:4]=1.[NH:12]1[CH2:17][CH2:16][S:15](=[O:19])(=[O:18])[CH2:14][CH2:13]1.C(=O)([O-])[O-].[K+].[K+]. Product: [B:9]([C:6]1[CH:7]=[CH:8][C:3]([CH2:2][N:12]2[CH2:17][CH2:16][S:15](=[O:19])(=[O:18])[CH2:14][CH2:13]2)=[CH:4][CH:5]=1)([OH:11])[OH:10]. The catalyst class is: 21. (5) Reactant: [Br:1][C:2]1[CH:7]=[C:6]([Cl:8])[CH:5]=[CH:4][C:3]=1[OH:9].C(=O)([O-])[O-].[K+].[K+].[CH2:16](Br)[CH:17]=[CH2:18]. Product: [CH2:18]([O:9][C:3]1[CH:4]=[CH:5][C:6]([Cl:8])=[CH:7][C:2]=1[Br:1])[CH:17]=[CH2:16]. The catalyst class is: 3.